Dataset: Catalyst prediction with 721,799 reactions and 888 catalyst types from USPTO. Task: Predict which catalyst facilitates the given reaction. (1) Reactant: [C:1]([O:5][C@@H:6]([C:12]1[C:40]([CH3:41])=[N:39][C:38]2=[CH:42][C:35]3=[N:36][N:37]2[C:13]=1[N:14]1[CH2:45][CH2:44][C:17]([CH3:46])([O:18][CH2:19][CH2:20][CH2:21][CH2:22][O:23][C:24]2[CH:25]=[CH:26][CH:27]=[CH:28][C:29]=2[CH2:30][C:31]2[O:43][C:34]3=[N:33][CH:32]=2)[CH2:16][CH2:15]1)[C:7]([O:9]CC)=[O:8])([CH3:4])([CH3:3])[CH3:2].[OH-].[Na+]. Product: [C:1]([O:5][C@@H:6]([C:12]1[C:40]([CH3:41])=[N:39][C:38]2=[CH:42][C:35]3=[N:36][N:37]2[C:13]=1[N:14]1[CH2:15][CH2:16][C:17]([CH3:46])([O:18][CH2:19][CH2:20][CH2:21][CH2:22][O:23][C:24]2[CH:25]=[CH:26][CH:27]=[CH:28][C:29]=2[CH2:30][C:31]2[O:43][C:34]3=[N:33][CH:32]=2)[CH2:44][CH2:45]1)[C:7]([OH:9])=[O:8])([CH3:4])([CH3:2])[CH3:3]. The catalyst class is: 5. (2) Reactant: [CH2:1]([NH:3][C:4]1[CH:9]=[CH:8][C:7]([C:10]2[S:11][C:12]3[CH:18]=[C:17](OC)[CH:16]=[CH:15][C:13]=3[N:14]=2)=[CH:6][N:5]=1)C.B(Br)(Br)Br.[C:25]([O-])(O)=[O:26].[Na+]. Product: [CH3:25][O:26][C:16]1[CH:17]=[CH:18][C:12]2[S:11][C:10]([C:7]3[CH:8]=[CH:9][C:4]([NH:3][CH3:1])=[N:5][CH:6]=3)=[N:14][C:13]=2[CH:15]=1. The catalyst class is: 4.